From a dataset of Catalyst prediction with 721,799 reactions and 888 catalyst types from USPTO. Predict which catalyst facilitates the given reaction. (1) Reactant: [Si]([O:8][CH2:9][C@H:10]([CH3:23])[CH2:11][N:12]1[C:17]2[CH:18]=[CH:19][CH:20]=[CH:21][C:16]=2[O:15][CH2:14][C:13]1=[O:22])(C(C)(C)C)(C)C.CCCC[N+](CCCC)(CCCC)CCCC.[F-]. Product: [OH:8][CH2:9][C@H:10]([CH3:23])[CH2:11][N:12]1[C:17]2[CH:18]=[CH:19][CH:20]=[CH:21][C:16]=2[O:15][CH2:14][C:13]1=[O:22]. The catalyst class is: 1. (2) Product: [CH2:11]([O:10][C:8](=[O:9])[C:7]([C:1]1[CH:6]=[CH:5][CH:4]=[CH:3][CH:2]=1)=[CH2:13])[CH3:12]. The catalyst class is: 264. Reactant: [C:1]1([CH2:7][C:8]([O:10][CH2:11][CH3:12])=[O:9])[CH:6]=[CH:5][CH:4]=[CH:3][CH:2]=1.[C:13](=O)([O-])[O-].[K+].[K+].C=O.Cl. (3) Product: [Cl:1][CH2:2][C@@H:3]([C:5]1[CH:10]=[CH:9][C:8]([F:11])=[CH:7][N:6]=1)[OH:4]. The catalyst class is: 3. Reactant: [Cl:1][CH2:2][C:3]([C:5]1[CH:10]=[CH:9][C:8]([F:11])=[CH:7][N:6]=1)=[O:4].C(O)=O.CO.